Dataset: Full USPTO retrosynthesis dataset with 1.9M reactions from patents (1976-2016). Task: Predict the reactants needed to synthesize the given product. Given the product [C:9]([O:13][C:14](=[O:23])[C:15]1[CH:20]=[C:19]([CH3:21])[N:18]=[C:17]([CH2:1][CH3:2])[CH:16]=1)([CH3:12])([CH3:11])[CH3:10], predict the reactants needed to synthesize it. The reactants are: [CH2:1]([Mg]Br)[CH3:2].C(Br)C.[Mg].[C:9]([O:13][C:14](=[O:23])[C:15]1[CH:20]=[C:19]([CH3:21])[N:18]=[C:17](Cl)[CH:16]=1)([CH3:12])([CH3:11])[CH3:10].